From a dataset of Forward reaction prediction with 1.9M reactions from USPTO patents (1976-2016). Predict the product of the given reaction. Given the reactants Cl[C:2]1[N:3]=[C:4]([N:16]2[CH2:21][CH2:20][O:19][CH2:18][CH2:17]2)[C:5]2[S:10][C:9]([C:11]3[CH:12]=[N:13][O:14][CH:15]=3)=[CH:8][C:6]=2[N:7]=1.CC1(C)C(C)(C)OB([C:30]2[CH:38]=[CH:37][CH:36]=[C:35]3[C:31]=2[CH:32]=[N:33][NH:34]3)O1, predict the reaction product. The product is: [NH:34]1[C:35]2[C:31](=[C:30]([C:2]3[N:3]=[C:4]([N:16]4[CH2:21][CH2:20][O:19][CH2:18][CH2:17]4)[C:5]4[S:10][C:9]([C:11]5[CH:12]=[N:13][O:14][CH:15]=5)=[CH:8][C:6]=4[N:7]=3)[CH:38]=[CH:37][CH:36]=2)[CH:32]=[N:33]1.